This data is from Forward reaction prediction with 1.9M reactions from USPTO patents (1976-2016). The task is: Predict the product of the given reaction. (1) The product is: [CH2:1]([O:8][CH2:9][CH:10]1[CH2:11][CH2:12][C:13](=[O:14])[CH2:18][CH2:19]1)[C:2]1[CH:7]=[CH:6][CH:5]=[CH:4][CH:3]=1. Given the reactants [CH2:1]([O:8][CH2:9][CH:10]1[CH2:19][CH2:18][C:13]2(OCC[O:14]2)[CH2:12][CH2:11]1)[C:2]1[CH:7]=[CH:6][CH:5]=[CH:4][CH:3]=1, predict the reaction product. (2) Given the reactants [CH3:1][C:2]1[C:3]2[C:8]([N:9]=[C:10]3[C:15]=1[CH:14]=[CH:13][CH:12]=[CH:11]3)=[CH:7][CH:6]=[CH:5][CH:4]=2.[N+:16]([C:19]1[CH:26]=[CH:25][C:22]([CH:23]=O)=[CH:21][CH:20]=1)([O-:18])=[O:17], predict the reaction product. The product is: [N+:16]([C:19]1[CH:26]=[CH:25][C:22]([CH:23]=[CH:1][C:2]2[C:15]3[C:10]([N:9]=[C:8]4[C:3]=2[CH:4]=[CH:5][CH:6]=[CH:7]4)=[CH:11][CH:12]=[CH:13][CH:14]=3)=[CH:21][CH:20]=1)([O-:18])=[O:17]. (3) Given the reactants C(OC(=O)[NH:7][C:8]1[CH:13]=[CH:12][CH:11]=[CH:10][C:9]=1[NH:14][C:15](=[O:32])[C:16]1[CH:21]=[CH:20][C:19]([CH:22]=[CH:23][C:24]2[N:29]=[C:28]([NH2:30])[N:27]=[C:26]([NH2:31])[N:25]=2)=[CH:18][CH:17]=1)(C)(C)C.C(O)(C(F)(F)F)=O.C([O-])(O)=O.[Na+], predict the reaction product. The product is: [NH2:7][C:8]1[CH:13]=[CH:12][CH:11]=[CH:10][C:9]=1[NH:14][C:15](=[O:32])[C:16]1[CH:17]=[CH:18][C:19]([CH:22]=[CH:23][C:24]2[N:25]=[C:26]([NH2:31])[N:27]=[C:28]([NH2:30])[N:29]=2)=[CH:20][CH:21]=1. (4) Given the reactants [F:1][C:2]1([F:17])[O:6][C:5]2[CH:7]=[CH:8][C:9]([C:11]3([C:14](Cl)=[O:15])[CH2:13][CH2:12]3)=[CH:10][C:4]=2[O:3]1.[NH2:18][C:19]1[CH:27]=[CH:26][C:25]2[NH:24][C:23]([C:28]([CH3:31])([CH3:30])[CH3:29])=[CH:22][C:21]=2[C:20]=1[C:32]#[N:33].C(N(CC)CC)C, predict the reaction product. The product is: [C:28]([C:23]1[NH:24][C:25]2[C:21]([CH:22]=1)=[C:20]([C:32]#[N:33])[C:19]([NH:18][C:14]([C:11]1([C:9]3[CH:8]=[CH:7][C:5]4[O:6][C:2]([F:17])([F:1])[O:3][C:4]=4[CH:10]=3)[CH2:13][CH2:12]1)=[O:15])=[CH:27][CH:26]=2)([CH3:31])([CH3:29])[CH3:30]. (5) Given the reactants O[NH:2][C:3]([C:5]1[CH:10]=[N:9][N:8]2[CH:11]=[CH:12][CH:13]=[C:7]2[C:6]=1[NH:14][CH:15]1[CH2:20][CH2:19][CH2:18][CH2:17][CH:16]1[CH3:21])=[NH:4], predict the reaction product. The product is: [CH3:21][CH:16]1[CH2:17][CH2:18][CH2:19][CH2:20][CH:15]1[NH:14][C:6]1[C:7]2[N:8]([CH:11]=[CH:12][CH:13]=2)[N:9]=[CH:10][C:5]=1[C:3](=[NH:2])[NH2:4]. (6) Given the reactants [CH3:1][O:2][C:3]([N:5](P(OC)(OC)=O)[CH:6]([CH3:10])[C:7]([O-:9])=[O:8])=[O:4].[CH3:17]N(C)C(N(C)C)=N.[O:25]1[CH2:30][CH2:29]C(=O)[CH2:27][CH2:26]1, predict the reaction product. The product is: [CH3:17][O:9][C:7](=[O:8])[C:6]([NH:5][C:3]([O:2][CH3:1])=[O:4])=[C:10]1[CH2:29][CH2:30][O:25][CH2:26][CH2:27]1. (7) Given the reactants [NH2:1][C@@H:2]1[CH2:7][CH2:6][C@H:5]([NH:8][C:9]2[CH:14]=[C:13]([N:15]([CH3:17])[CH3:16])[N:12]=[C:11]([CH3:18])[N:10]=2)[CH2:4][CH2:3]1.[Cl:19][C:20]1[CH:21]=[C:22]([S:27](Cl)(=[O:29])=[O:28])[CH:23]=[CH:24][C:25]=1[F:26], predict the reaction product. The product is: [ClH:19].[Cl:19][C:20]1[CH:21]=[C:22]([S:27]([NH:1][C@H:2]2[CH2:3][CH2:4][C@@H:5]([NH:8][C:9]3[CH:14]=[C:13]([N:15]([CH3:17])[CH3:16])[N:12]=[C:11]([CH3:18])[N:10]=3)[CH2:6][CH2:7]2)(=[O:28])=[O:29])[CH:23]=[CH:24][C:25]=1[F:26].